Dataset: Forward reaction prediction with 1.9M reactions from USPTO patents (1976-2016). Task: Predict the product of the given reaction. (1) Given the reactants [F:1][O:2][P:3]([CH2:7][C:8]1[CH:13]=[CH:12][C:11]([CH2:14][N:15]2[CH:19]=[CH:18][N:17]([CH2:20][C:21]3[CH:30]=[CH:29][C:24]([C:25]([O:27]C)=[O:26])=[CH:23][CH:22]=3)[C:16]2=[O:31])=[CH:10][C:9]=1[Br:32])([O:5][F:6])=[O:4], predict the reaction product. The product is: [F:6][O:5][P:3]([CH2:7][C:8]1[CH:13]=[CH:12][C:11]([CH2:14][N:15]2[CH:19]=[CH:18][N:17]([CH2:20][C:21]3[CH:30]=[CH:29][C:24]([C:25]([OH:27])=[O:26])=[CH:23][CH:22]=3)[C:16]2=[O:31])=[CH:10][C:9]=1[Br:32])([O:2][F:1])=[O:4]. (2) Given the reactants [CH:1]1([CH2:4][N:5]2[C:9]3=[N:10][CH:11]=[C:12]([N+:14]([O-])=O)[CH:13]=[C:8]3[N:7]=[C:6]2[CH2:17][C:18]2[CH:23]=[CH:22][C:21]([O:24][CH2:25][CH3:26])=[CH:20][CH:19]=2)[CH2:3][CH2:2]1, predict the reaction product. The product is: [CH:1]1([CH2:4][N:5]2[C:9]3=[N:10][CH:11]=[C:12]([NH2:14])[CH:13]=[C:8]3[N:7]=[C:6]2[CH2:17][C:18]2[CH:19]=[CH:20][C:21]([O:24][CH2:25][CH3:26])=[CH:22][CH:23]=2)[CH2:3][CH2:2]1.